From a dataset of Forward reaction prediction with 1.9M reactions from USPTO patents (1976-2016). Predict the product of the given reaction. (1) Given the reactants C(OC([NH:11][CH2:12][C:13]([O:15][CH2:16][CH2:17][Si:18]([CH3:21])([CH3:20])[CH3:19])=[O:14])=O)C1C=CC=CC=1.[H][H], predict the reaction product. The product is: [NH2:11][CH2:12][C:13]([O:15][CH2:16][CH2:17][Si:18]([CH3:21])([CH3:20])[CH3:19])=[O:14]. (2) The product is: [CH2:1]([CH:3]([C:6]1[C:7]2[N:8]([C:13]([C:23]3[O:22][CH:21]=[N:20][C:19]=3[CH3:18])=[C:14]([CH3:16])[N:15]=2)[N:9]=[C:10]([CH3:12])[CH:11]=1)[CH2:4][CH3:5])[CH3:2]. Given the reactants [CH2:1]([CH:3]([C:6]1[C:7]2[N:8]([C:13](I)=[C:14]([CH3:16])[N:15]=2)[N:9]=[C:10]([CH3:12])[CH:11]=1)[CH2:4][CH3:5])[CH3:2].[CH3:18][C:19]1[N:20]=[CH:21][O:22][CH:23]=1.C1(P(C2C=CC=CC=2)C2C=CC=CC=2)C=CC=CC=1.C(=O)([O-])[O-].[Cs+].[Cs+].N#N, predict the reaction product. (3) Given the reactants [CH3:1][C:2]1[C:3]([N:8]([CH2:33][O:34][CH3:35])[S:9]([C:12]2[C:13]([C:18]3[CH:23]=[CH:22][C:21]([C:24](OCC)=[O:25])=[CH:20][C:19]=3[CH2:29][O:30][CH2:31][CH3:32])=[CH:14][CH:15]=[CH:16][CH:17]=2)(=[O:11])=[O:10])=[N:4][O:5][C:6]=1[CH3:7].CC(C[AlH]CC(C)C)C.[Cl-].[NH4+], predict the reaction product. The product is: [CH3:1][C:2]1[C:3]([N:8]([CH2:33][O:34][CH3:35])[S:9]([C:12]2[C:13]([C:18]3[CH:23]=[CH:22][C:21]([CH2:24][OH:25])=[CH:20][C:19]=3[CH2:29][O:30][CH2:31][CH3:32])=[CH:14][CH:15]=[CH:16][CH:17]=2)(=[O:11])=[O:10])=[N:4][O:5][C:6]=1[CH3:7]. (4) Given the reactants CCN(C(C)C)C(C)C.[I:10][C:11]1[CH:12]=[C:13]2[C:18](=[CH:19][CH:20]=1)[O:17][C:16](=[O:21])[C:15]([C:22]([OH:24])=O)=[CH:14]2.CN(C(ON1N=NC2C=CC=NC1=2)=[N+](C)C)C.F[P-](F)(F)(F)(F)F.[N:49]1[C:50]([C:58]2[CH:59]=[C:60]([NH2:64])[CH:61]=[CH:62][CH:63]=2)=[CH:51][N:52]2[CH:57]=[CH:56][CH:55]=[CH:54][C:53]=12, predict the reaction product. The product is: [N:49]1[C:50]([C:58]2[CH:59]=[C:60]([NH:64][C:22]([C:15]3[C:16](=[O:21])[O:17][C:18]4[C:13]([CH:14]=3)=[CH:12][C:11]([I:10])=[CH:20][CH:19]=4)=[O:24])[CH:61]=[CH:62][CH:63]=2)=[CH:51][N:52]2[CH:57]=[CH:56][CH:55]=[CH:54][C:53]=12. (5) Given the reactants Br[C:2]1[CH:7]=[CH:6][C:5]([CH2:8][S:9]([NH:12][CH2:13][C:14]2[CH:19]=[CH:18][C:17]([O:20][CH3:21])=[CH:16][C:15]=2[O:22][CH3:23])(=[O:11])=[O:10])=[CH:4][CH:3]=1.[NH:24]1[CH2:29][CH2:28][O:27][CH2:26][CH2:25]1.C(=O)([O-])[O-].[Cs+].[Cs+], predict the reaction product. The product is: [CH3:23][O:22][C:15]1[CH:16]=[C:17]([O:20][CH3:21])[CH:18]=[CH:19][C:14]=1[CH2:13][NH:12][S:9]([CH2:8][C:5]1[CH:6]=[CH:7][C:2]([N:24]2[CH2:29][CH2:28][O:27][CH2:26][CH2:25]2)=[CH:3][CH:4]=1)(=[O:11])=[O:10]. (6) Given the reactants [C:1]1([CH2:7][CH2:8][CH2:9][CH2:10]O)[CH:6]=[CH:5][CH:4]=[CH:3][CH:2]=1.C1(P(C2C=CC=CC=2)C2C=CC=CC=2)C=CC=CC=1.C1C(=O)N([Br:38])C(=O)C1, predict the reaction product. The product is: [C:1]1([CH2:7][CH2:8][CH2:9][CH2:10][Br:38])[CH:6]=[CH:5][CH:4]=[CH:3][CH:2]=1. (7) Given the reactants C(OC(=O)[NH:7][C:8]1[CH:13]=[CH:12][C:11]([CH3:14])=[CH:10][CH:9]=1)(C)(C)C.[Li]C(C)(C)C.CCCCC.CON(C)[C:29]([CH:31]1[CH2:33][CH2:32]1)=[O:30], predict the reaction product. The product is: [NH2:7][C:8]1[CH:9]=[CH:10][C:11]([CH3:14])=[CH:12][C:13]=1[C:29]([CH:31]1[CH2:33][CH2:32]1)=[O:30]. (8) Given the reactants Br[C:2]1[CH:7]=[CH:6][C:5]([C:8]2[N:9]([C:17]3[CH:22]=[CH:21][CH:20]=[CH:19][CH:18]=3)[C:10]3[CH:16]=[CH:15][CH:14]=[CH:13][C:11]=3[N:12]=2)=[CH:4][CH:3]=1.[CH:23]1[C:35]2[NH:34][C:33]3[C:28](=[CH:29][CH:30]=[CH:31][CH:32]=3)[C:27]=2[CH:26]=[C:25]([C:36]2[C:41]3[O:42][C:43]4[CH:48]=[CH:47][CH:46]=[CH:45][C:44]=4[C:40]=3[CH:39]=[CH:38][CH:37]=2)[CH:24]=1.C(P(C(C)(C)C)C(C)(C)C)(C)(C)C.CC(C)([O-])C.[Na+], predict the reaction product. The product is: [CH:39]1[C:40]2[C:44]3[CH:45]=[CH:46][CH:47]=[CH:48][C:43]=3[O:42][C:41]=2[C:36]([C:25]2[CH:24]=[CH:23][C:35]3[N:34]([C:2]4[CH:7]=[CH:6][C:5]([C:8]5[N:9]([C:17]6[CH:18]=[CH:19][CH:20]=[CH:21][CH:22]=6)[C:10]6[CH:16]=[CH:15][CH:14]=[CH:13][C:11]=6[N:12]=5)=[CH:4][CH:3]=4)[C:33]4[C:28]([C:27]=3[CH:26]=2)=[CH:29][CH:30]=[CH:31][CH:32]=4)=[CH:37][CH:38]=1.